Dataset: Forward reaction prediction with 1.9M reactions from USPTO patents (1976-2016). Task: Predict the product of the given reaction. (1) Given the reactants [CH2:1]([O:5][C:6]([C:8]1[NH:9][C:10](=O)[C:11]2[C:16]([C:17]=1[OH:18])=[CH:15][CH:14]=[C:13]([O:19][CH2:20][CH2:21][CH2:22][CH3:23])[CH:12]=2)=[O:7])[CH2:2][CH2:3][CH3:4].P(Br)(Br)([Br:27])=O, predict the reaction product. The product is: [CH2:1]([O:5][C:6]([C:8]1[N:9]=[C:10]([Br:27])[C:11]2[C:16]([C:17]=1[OH:18])=[CH:15][CH:14]=[C:13]([O:19][CH2:20][CH2:21][CH2:22][CH3:23])[CH:12]=2)=[O:7])[CH2:2][CH2:3][CH3:4]. (2) Given the reactants [CH3:1][C:2]([OH:20])([CH3:19])[CH2:3][N:4]1[CH2:9][CH2:8][N:7]([C:10]2[CH:15]=[CH:14][CH:13]=[C:12]([N+:16]([O-])=O)[CH:11]=2)[CH2:6][CH2:5]1.[NH2:16][C:12]1[CH:11]=[C:10]([N:7]2[CH2:6][CH2:5][N:4]([CH2:3][C:2]([CH3:1])([OH:20])[CH3:19])[CH2:9][CH2:8]2)[CH:15]=[CH:14][CH:13]=1.[H][H], predict the reaction product. The product is: [NH2:16][C:12]1[CH:11]=[C:10]([N:7]2[CH2:6][CH2:5][N:4]([CH2:3][C:2]([CH3:19])([OH:20])[CH3:1])[CH2:9][CH2:8]2)[CH:15]=[CH:14][CH:13]=1. (3) Given the reactants [CH3:1][O:2][C:3](=[O:19])[CH2:4][O:5][C:6]1[CH:11]=[CH:10][C:9]([NH:12][C:13]([O:15][CH2:16][CH2:17][OH:18])=[O:14])=[CH:8][CH:7]=1.[CH3:20][O:21][C:22](=[O:34])[CH2:23][O:24][C:25]1[CH:30]=[CH:29][C:28]([N:31]=[C:32]=[O:33])=[CH:27][CH:26]=1, predict the reaction product. The product is: [CH3:1][O:2][C:3](=[O:19])[CH2:4][O:5][C:6]1[CH:7]=[CH:8][C:9]([NH:12][C:13]([O:15][CH2:16][CH2:17][O:18][C:32](=[O:33])[NH:31][C:28]2[CH:27]=[CH:26][C:25]([O:24][CH2:23][C:22]([O:21][CH3:20])=[O:34])=[CH:30][CH:29]=2)=[O:14])=[CH:10][CH:11]=1. (4) Given the reactants Br[C:2]1[C:11]2[C:6](=[CH:7][CH:8]=[CH:9][CH:10]=2)[C:5](=[O:12])[O:4][C:3]=1[CH:13]([OH:15])[CH3:14].[CH3:16][C:17]1[CH:22]=[C:21](B(O)O)[CH:20]=[CH:19][N:18]=1.C([O-])([O-])=O.[Cs+].[Cs+], predict the reaction product. The product is: [OH:15][CH:13]([C:3]1[O:4][C:5](=[O:12])[C:6]2[C:11]([C:2]=1[C:21]1[CH:20]=[CH:19][N:18]=[C:17]([CH3:16])[CH:22]=1)=[CH:10][CH:9]=[CH:8][CH:7]=2)[CH3:14]. (5) Given the reactants [C:1]1([CH2:7][C:8](=[O:10])[CH3:9])[CH:6]=[CH:5][CH:4]=[CH:3][CH:2]=1.C=O.N1CCCC[CH2:14]1.CC(O)=O, predict the reaction product. The product is: [C:1]1([C:7](=[CH2:14])[C:8](=[O:10])[CH3:9])[CH:6]=[CH:5][CH:4]=[CH:3][CH:2]=1. (6) Given the reactants [CH:1]([C:4]1[NH:5][C:6]([C:24]2[CH:29]=[CH:28][CH:27]=[C:26]([CH3:30])[N:25]=2)=[C:7]([C:9]2[CH:14]=[CH:13][CH:12]=[C:11](B3OC(C)(C)C(C)(C)O3)[CH:10]=2)[N:8]=1)([CH3:3])[CH3:2].Br[C:32]1[CH:36]=[CH:35][N:34]([C:37]([O:39][C:40]([CH3:43])([CH3:42])[CH3:41])=[O:38])[CH:33]=1, predict the reaction product. The product is: [CH:1]([C:4]1[NH:5][C:6]([C:24]2[CH:29]=[CH:28][CH:27]=[C:26]([CH3:30])[N:25]=2)=[C:7]([C:9]2[CH:10]=[C:11]([C:36]3[CH:32]=[CH:33][N:34]([C:37]([O:39][C:40]([CH3:43])([CH3:42])[CH3:41])=[O:38])[CH:35]=3)[CH:12]=[CH:13][CH:14]=2)[N:8]=1)([CH3:2])[CH3:3].